Task: Binary Classification. Given a drug SMILES string, predict its activity (active/inactive) in a high-throughput screening assay against a specified biological target.. Dataset: In vitro SARS-CoV-2 activity screen of 1,480 approved drugs from Prestwick library (1) The compound is CC(=O)OCC(=O)[C@@]1(O)CC[C@H]2[C@@H]3CCC4=CC(=O)CC[C@]4(C)[C@H]3[C@@H](O)C[C@@]21C. The result is 0 (inactive). (2) The compound is O=C(O)c1cccnc1. The result is 0 (inactive). (3) The compound is CCN(CC)CCOC(=O)C(O)(c1ccccc1)c1ccccc1.Cl. The result is 0 (inactive). (4) The compound is CN(C)CCC(c1ccc(Cl)cc1)c1ccccn1.O=C(O)/C=C\C(=O)O. The result is 0 (inactive). (5) The compound is COC(=O)Nc1nc2ccc(C(=O)c3ccccc3)cc2[nH]1. The result is 0 (inactive). (6) The drug is CN(C)CCOC1=Cc2ccccc2Sc2ccc(Cl)cc21. The result is 0 (inactive). (7) The compound is CCOC(=O)C1=C(C)NC(C)=C(C(=O)OCC)C1c1ccccc1/C=C/C(=O)OC(C)(C)C. The result is 0 (inactive).